This data is from Aqueous solubility values for 9,982 compounds from the AqSolDB database. The task is: Regression/Classification. Given a drug SMILES string, predict its absorption, distribution, metabolism, or excretion properties. Task type varies by dataset: regression for continuous measurements (e.g., permeability, clearance, half-life) or binary classification for categorical outcomes (e.g., BBB penetration, CYP inhibition). For this dataset (solubility_aqsoldb), we predict Y. (1) The drug is O=C([O-])[C@H](O)[C@@H](O)[C@H](O)[C@H](O)CO.O=C([O-])[C@H](O)[C@@H](O)[C@H](O)[C@H](O)CO.[Cu+2]. The Y is -0.180 log mol/L. (2) The compound is O=[V](=O)O[V](=O)=O. The Y is -2.30 log mol/L. (3) The drug is O=C(c1ccc(O)c(O)c1)c1c(O)cc(O)cc1O. The Y is -1.72 log mol/L. (4) The molecule is C=CC1(CC(C)C)C(=O)NC(=O)NC1=O. The Y is -2.12 log mol/L. (5) The molecule is O=C1C=CC=C2C(=O)C(NNc3cc(S(=O)(=O)[O-])ccc3O)=CC=C12.[Na+]. The Y is -0.901 log mol/L. (6) The molecule is F[B-](F)(F)F.F[B-](F)(F)F.F[N+]12CC[N+](CCl)(CC1)CC2. The Y is -0.304 log mol/L.